This data is from Full USPTO retrosynthesis dataset with 1.9M reactions from patents (1976-2016). The task is: Predict the reactants needed to synthesize the given product. Given the product [C:25](=[O:41])([O:27][CH2:28][CH:29]([NH:40][C:21](=[O:22])[CH2:20][N:10]1[C:11](=[O:19])[N:12](/[CH:13]=[CH:14]/[C:15]([F:18])([F:17])[F:16])[C:8]([C:5]2[CH:4]=[CH:3][C:2]([Cl:1])=[CH:7][CH:6]=2)=[N:9]1)[C:30]1[CH:35]=[CH:34][CH:33]=[C:32]([C:36]([F:39])([F:37])[F:38])[CH:31]=1)[NH2:26], predict the reactants needed to synthesize it. The reactants are: [Cl:1][C:2]1[CH:7]=[CH:6][C:5]([C:8]2[N:12](/[CH:13]=[CH:14]/[C:15]([F:18])([F:17])[F:16])[C:11](=[O:19])[N:10]([CH2:20][C:21](O)=[O:22])[N:9]=2)=[CH:4][CH:3]=1.Cl.[C:25](=[O:41])([O:27][CH2:28][CH:29]([NH2:40])[C:30]1[CH:35]=[CH:34][CH:33]=[C:32]([C:36]([F:39])([F:38])[F:37])[CH:31]=1)[NH2:26].C(Cl)CCl.C1C=CC2N(O)N=NC=2C=1.C(N(CC)C(C)C)(C)C.Cl.